This data is from Peptide-MHC class II binding affinity with 134,281 pairs from IEDB. The task is: Regression. Given a peptide amino acid sequence and an MHC pseudo amino acid sequence, predict their binding affinity value. This is MHC class II binding data. (1) The peptide sequence is LVWMACHSAAFEDLR. The MHC is DRB4_0101 with pseudo-sequence DRB4_0103. The binding affinity (normalized) is 0.157. (2) The MHC is HLA-DQA10601-DQB10402 with pseudo-sequence HLA-DQA10601-DQB10402. The binding affinity (normalized) is 0.500. The peptide sequence is MKVVNRWLFRHLARE. (3) The peptide sequence is IKGAKKILAESINKS. The MHC is DRB1_0101 with pseudo-sequence DRB1_0101. The binding affinity (normalized) is 0.489. (4) The MHC is DRB1_0301 with pseudo-sequence DRB1_0301. The peptide sequence is DMFFATVGFALGVFV. The binding affinity (normalized) is 0.